From a dataset of Catalyst prediction with 721,799 reactions and 888 catalyst types from USPTO. Predict which catalyst facilitates the given reaction. (1) Reactant: [CH3:1][O:2][C:3]1[CH:8]=[C:7]([O:9][CH3:10])[N:6]=[C:5]([N:11]2[C:20](=[O:21])[C:19]3[C:14](=[CH:15][C:16]([C:22](O)=[O:23])=[CH:17][CH:18]=3)[NH:13][C:12]2=[S:25])[N:4]=1.Cl.[N:27]1([S:33]([C:36]2[CH:43]=[CH:42][C:39]([CH2:40][NH2:41])=[CH:38][CH:37]=2)(=[O:35])=[O:34])[CH2:32][CH2:31][O:30][CH2:29][CH2:28]1.CCN(C(C)C)C(C)C.CN(C(ON1N=NC2C=CC=NC1=2)=[N+](C)C)C.F[P-](F)(F)(F)(F)F. Product: [CH3:1][O:2][C:3]1[CH:8]=[C:7]([O:9][CH3:10])[N:6]=[C:5]([N:11]2[C:20](=[O:21])[C:19]3[C:14](=[CH:15][C:16]([C:22]([NH:41][CH2:40][C:39]4[CH:38]=[CH:37][C:36]([S:33]([N:27]5[CH2:32][CH2:31][O:30][CH2:29][CH2:28]5)(=[O:35])=[O:34])=[CH:43][CH:42]=4)=[O:23])=[CH:17][CH:18]=3)[NH:13][C:12]2=[S:25])[N:4]=1. The catalyst class is: 3. (2) Reactant: [CH2:1]([O:3][C:4]([C:6]1[C:7](=O)[C:8]2[C:13]([C:14]=1[C:15]1[CH:20]=[CH:19][CH:18]=[CH:17][CH:16]=1)=[CH:12][CH:11]=[C:10]([O:21][CH3:22])[CH:9]=2)=[O:5])[CH3:2].Cl.[NH2:25][OH:26].N1C=CC=CC=1. Product: [CH2:1]([O:3][C:4]([C:6]1[C:7](=[N:25][OH:26])[C:8]2[C:13]([C:14]=1[C:15]1[CH:20]=[CH:19][CH:18]=[CH:17][CH:16]=1)=[CH:12][CH:11]=[C:10]([O:21][CH3:22])[CH:9]=2)=[O:5])[CH3:2]. The catalyst class is: 8. (3) Reactant: [CH3:1][O:2][C:3]([C:5]1[C:13]2[C:8](=[C:9]([F:19])[CH:10]=[CH:11][C:12]=2[O:14][C:15]([F:18])([F:17])[F:16])[NH:7][CH:6]=1)=[O:4].[H-].[Na+].[F:22][C:23]([F:36])([F:35])[O:24][CH2:25][CH2:26]OS(C(F)(F)F)(=O)=O.[NH4+].[Cl-]. Product: [CH3:1][O:2][C:3]([C:5]1[C:13]2[C:8](=[C:9]([F:19])[CH:10]=[CH:11][C:12]=2[O:14][C:15]([F:18])([F:16])[F:17])[N:7]([CH2:26][CH2:25][O:24][C:23]([F:36])([F:35])[F:22])[CH:6]=1)=[O:4]. The catalyst class is: 1. (4) Reactant: [CH3:1][O:2][C:3]1[CH:10]=[CH:9][C:6]([CH2:7]Cl)=[CH:5][CH:4]=1.[CH3:11][C:12]1([CH3:24])[C:16]([CH3:18])([CH3:17])[O:15][B:14]([C:19]2[CH:20]=[N:21][NH:22][CH:23]=2)[O:13]1.C(=O)([O-])[O-].[Cs+].[Cs+]. Product: [CH3:1][O:2][C:3]1[CH:10]=[CH:9][C:6]([CH2:7][N:22]2[CH:23]=[C:19]([B:14]3[O:13][C:12]([CH3:24])([CH3:11])[C:16]([CH3:18])([CH3:17])[O:15]3)[CH:20]=[N:21]2)=[CH:5][CH:4]=1. The catalyst class is: 10. (5) Reactant: [C:1](Cl)(=[O:8])[C:2]1[CH:7]=[CH:6][CH:5]=[CH:4][CH:3]=1.[N:10]1[CH:15]=[CH:14][C:13]([C:16]2[C:24]3[C:19](=[CH:20][CH:21]=[C:22]([NH:25][C:26]([CH:28]4[CH2:33][CH2:32][CH2:31][NH:30][CH2:29]4)=[O:27])[CH:23]=3)[NH:18][N:17]=2)=[CH:12][CH:11]=1. Product: [C:1]([N:30]1[CH2:31][CH2:32][CH2:33][CH:28]([C:26]([NH:25][C:22]2[CH:23]=[C:24]3[C:19](=[CH:20][CH:21]=2)[NH:18][N:17]=[C:16]3[C:13]2[CH:12]=[CH:11][N:10]=[CH:15][CH:14]=2)=[O:27])[CH2:29]1)(=[O:8])[C:2]1[CH:7]=[CH:6][CH:5]=[CH:4][CH:3]=1. The catalyst class is: 4. (6) Reactant: [Si]([O:18][CH2:19][CH2:20][C:21]1[CH:22]=[C:23]([CH:57]=[CH:58][CH:59]=1)[C:24]([NH:26][C:27]1[S:28][C:29]2[CH2:56][CH2:55][CH2:54][CH2:53][C:30]=2[C:31]=1[C:32]([NH:34][C:35]1[CH:40]=[CH:39][C:38]([CH2:41][CH2:42][C:43]2[CH:52]=[CH:51][C:46]([C:47]([O:49][CH3:50])=[O:48])=[CH:45][CH:44]=2)=[CH:37][CH:36]=1)=[O:33])=[O:25])(C(C)(C)C)(C1C=CC=CC=1)C1C=CC=CC=1.[F-].C([N+](CCCC)(CCCC)CCCC)CCC. Product: [OH:18][CH2:19][CH2:20][C:21]1[CH:22]=[C:23]([CH:57]=[CH:58][CH:59]=1)[C:24]([NH:26][C:27]1[S:28][C:29]2[CH2:56][CH2:55][CH2:54][CH2:53][C:30]=2[C:31]=1[C:32]([NH:34][C:35]1[CH:40]=[CH:39][C:38]([CH2:41][CH2:42][C:43]2[CH:44]=[CH:45][C:46]([C:47]([O:49][CH3:50])=[O:48])=[CH:51][CH:52]=2)=[CH:37][CH:36]=1)=[O:33])=[O:25]. The catalyst class is: 1.